From a dataset of Full USPTO retrosynthesis dataset with 1.9M reactions from patents (1976-2016). Predict the reactants needed to synthesize the given product. Given the product [C:19]([O:16][C:15]1[CH:17]=[CH:18][C:10]([CH:9]=[O:8])=[CH:11][C:12]=1[O:13][CH3:14])(=[O:21])[CH3:20], predict the reactants needed to synthesize it. The reactants are: C(N(CC)CC)C.[O:8]=[CH:9][C:10]1[CH:18]=[CH:17][C:15]([OH:16])=[C:12]([O:13][CH3:14])[CH:11]=1.[C:19](OC(=O)C)(=[O:21])[CH3:20].